Dataset: Catalyst prediction with 721,799 reactions and 888 catalyst types from USPTO. Task: Predict which catalyst facilitates the given reaction. (1) Reactant: [CH:1]1([C:4]2[O:8][N:7]=[C:6]([C@H:9]3[CH2:14][CH2:13][CH2:12][CH2:11][C@@H:10]3[C:15]([F:18])([F:17])[F:16])[C:5]=2[CH2:19]O)[CH2:3][CH2:2]1.CCN(C(C)C)C(C)C.CS([Cl:34])(=O)=O. Product: [Cl:34][CH2:19][C:5]1[C:6]([C@@H:9]2[CH2:14][CH2:13][CH2:12][CH2:11][C@H:10]2[C:15]([F:18])([F:17])[F:16])=[N:7][O:8][C:4]=1[CH:1]1[CH2:3][CH2:2]1. The catalyst class is: 6. (2) Reactant: [O:1]1[CH2:6][CH2:5][N:4]([C:7]2[CH:12]=[CH:11][C:10]([C:13]3[NH:14][C:15]4[C:20]([N:21]=3)=[C:19]([C:22]3[CH:23]=[CH:24][C:25]([O:30][CH:31]5[CH2:36][CH2:35][NH:34][CH2:33][CH2:32]5)=[C:26]([CH:29]=3)[C:27]#[N:28])[N:18]=[CH:17][N:16]=4)=[CH:9][CH:8]=2)[CH2:3][CH2:2]1.[CH:37](O)=[O:38].CCN(C(C)C)C(C)C.CN(C(ON1N=NC2C=CC=NC1=2)=[N+](C)C)C.F[P-](F)(F)(F)(F)F. Product: [CH:37]([N:34]1[CH2:35][CH2:36][CH:31]([O:30][C:25]2[CH:24]=[CH:23][C:22]([C:19]3[N:18]=[CH:17][N:16]=[C:15]4[C:20]=3[N:21]=[C:13]([C:10]3[CH:9]=[CH:8][C:7]([N:4]5[CH2:5][CH2:6][O:1][CH2:2][CH2:3]5)=[CH:12][CH:11]=3)[NH:14]4)=[CH:29][C:26]=2[C:27]#[N:28])[CH2:32][CH2:33]1)=[O:38]. The catalyst class is: 3.